This data is from Forward reaction prediction with 1.9M reactions from USPTO patents (1976-2016). The task is: Predict the product of the given reaction. (1) The product is: [F:1][C:2]1[C:23]([C:24]([F:26])([F:27])[F:25])=[CH:22][CH:21]=[CH:20][C:3]=1[CH2:4][C:5]1[N:6]=[C:7]2[S:14][C:13]([CH3:15])=[C:12]([CH:16]=[O:17])[N:8]2[C:9](=[O:11])[CH:10]=1. Given the reactants [F:1][C:2]1[C:23]([C:24]([F:27])([F:26])[F:25])=[CH:22][CH:21]=[CH:20][C:3]=1[CH2:4][C:5]1[N:6]=[C:7]2[S:14][C:13]([CH3:15])=[C:12]([C:16](OC)=[O:17])[N:8]2[C:9](=[O:11])[CH:10]=1.CC(C[AlH]CC(C)C)C, predict the reaction product. (2) Given the reactants C([Li])(C)(C)C.[CH:6]([O:9][C:10](=[S:24])[NH:11][C:12]1[CH:17]=[C:16](F)[CH:15]=[CH:14][C:13]=1[O:19][C:20]([CH3:23])([CH3:22])[CH3:21])([CH3:8])[CH3:7].[CH2:25]([N:32]([CH2:40][CH2:41][C:42]1[CH:47]=[CH:46][C:45]([O:48][CH2:49][CH2:50][CH2:51][CH2:52][C:53]2[CH:58]=[CH:57][CH:56]=[CH:55][CH:54]=2)=[CH:44][CH:43]=1)[CH2:33][C:34](N(OC)C)=[O:35])[C:26]1[CH:31]=[CH:30][CH:29]=[CH:28][CH:27]=1, predict the reaction product. The product is: [CH2:25]([N:32]([CH2:40][CH2:41][C:42]1[CH:43]=[CH:44][C:45]([O:48][CH2:49][CH2:50][CH2:51][CH2:52][C:53]2[CH:54]=[CH:55][CH:56]=[CH:57][CH:58]=2)=[CH:46][CH:47]=1)[CH2:33][C:34]([C:16]1[C:17]2[S:24][C:10]([O:9][CH:6]([CH3:8])[CH3:7])=[N:11][C:12]=2[C:13]([O:19][C:20]([CH3:23])([CH3:22])[CH3:21])=[CH:14][CH:15]=1)=[O:35])[C:26]1[CH:27]=[CH:28][CH:29]=[CH:30][CH:31]=1. (3) Given the reactants [NH2:1][C:2]1[CH:11]=[CH:10][C:9](Br)=[CH:8][C:3]=1[C:4]([O:6][CH3:7])=[O:5].O.[CH:14]1(B(O)O)[CH2:16][CH2:15]1.C1(P(C2CCCCC2)C2CCCCC2)CCCCC1.P([O-])([O-])([O-])=O.[K+].[K+].[K+], predict the reaction product. The product is: [NH2:1][C:2]1[CH:11]=[CH:10][C:9]([CH:14]2[CH2:16][CH2:15]2)=[CH:8][C:3]=1[C:4]([O:6][CH3:7])=[O:5]. (4) Given the reactants [F:1][C:2]1[CH:3]=[C:4]([CH:7]=[CH:8][C:9]=1F)[CH:5]=[O:6].[F:11][C:12]1[CH:13]=[C:14]([OH:18])[CH:15]=[CH:16][CH:17]=1, predict the reaction product. The product is: [F:1][C:2]1[CH:3]=[C:4]([CH:7]=[CH:8][C:9]=1[O:18][C:14]1[CH:15]=[CH:16][CH:17]=[C:12]([F:11])[CH:13]=1)[CH:5]=[O:6]. (5) Given the reactants [F:1][C:2]1[CH:7]=[C:6]([N:8]2[CH2:12][C@H:11]([CH2:13][NH:14][C:15](=[O:17])[CH3:16])[O:10][C:9]2=[O:18])[CH:5]=[CH:4][C:3]=1[C:19]1[CH:24]=[CH:23][C:22]([CH2:25][NH:26][CH2:27][C:28]2[NH:32][N:31]=[N:30][CH:29]=2)=[CH:21][CH:20]=1.[ClH:33], predict the reaction product. The product is: [ClH:33].[F:1][C:2]1[CH:7]=[C:6]([N:8]2[CH2:12][C@H:11]([CH2:13][NH:14][C:15](=[O:17])[CH3:16])[O:10][C:9]2=[O:18])[CH:5]=[CH:4][C:3]=1[C:19]1[CH:24]=[CH:23][C:22]([CH2:25][NH:26][CH2:27][C:28]2[NH:32][N:31]=[N:30][CH:29]=2)=[CH:21][CH:20]=1. (6) Given the reactants [OH:1][C:2]1[CH:7]=[CH:6][CH:5]=[CH:4][C:3]=1[CH2:8][C:9]([OH:11])=[O:10].[N+:12]([O-])([OH:14])=[O:13], predict the reaction product. The product is: [OH:1][C:2]1[CH:7]=[CH:6][C:5]([N+:12]([O-:14])=[O:13])=[CH:4][C:3]=1[CH2:8][C:9]([OH:11])=[O:10]. (7) Given the reactants [C:1]1(C2C=CC=CC=2)[CH:6]=[CH:5][CH:4]=[CH:3][C:2]=1[N:7]1[C:16](=[O:17])[C:15]2[C:10](=[CH:11][CH:12]=[CH:13][C:14]=2[Cl:18])[N:9]=[C:8]1[CH2:19]Cl.O.[SH:28][C:29]1[N:37]=[CH:36][N:35]=[C:34]2[C:30]=1[NH:31][CH:32]=[N:33]2.[C:38]([O-])([O-])=[O:39].[K+].[K+], predict the reaction product. The product is: [Cl:18][C:14]1[CH:13]=[CH:12][CH:11]=[C:10]2[C:15]=1[C:16](=[O:17])[N:7]([C:2]1[CH:3]=[CH:4][CH:5]=[CH:6][C:1]=1[O:39][CH3:38])[C:8]([CH2:19][S:28][C:29]1[N:37]=[CH:36][N:35]=[C:34]3[C:30]=1[N:31]=[CH:32][NH:33]3)=[N:9]2. (8) Given the reactants [NH:1]1[CH2:6][CH2:5][C:4]2([C:10]3[CH:11]=[CH:12][C:13]([OH:15])=[CH:14][C:9]=3[O:8][CH2:7]2)[CH2:3][CH2:2]1.[C:16]([O:20][C:21]([CH3:24])([CH3:23])[CH3:22])(=[O:19])[CH:17]=[CH2:18].C(NC(C)C)(C)C, predict the reaction product. The product is: [OH:15][C:13]1[CH:12]=[CH:11][C:10]2[C:4]3([CH2:7][O:8][C:9]=2[CH:14]=1)[CH2:5][CH2:6][N:1]([CH2:18][CH2:17][C:16]([O:20][C:21]([CH3:24])([CH3:23])[CH3:22])=[O:19])[CH2:2][CH2:3]3. (9) Given the reactants [C:9](O[C:9]([O:11][C:12]([CH3:15])([CH3:14])[CH3:13])=[O:10])([O:11][C:12]([CH3:15])([CH3:14])[CH3:13])=[O:10].[NH2:16][CH2:17][CH2:18][CH:19]([O:23][CH2:24][CH3:25])[O:20][CH2:21][CH3:22], predict the reaction product. The product is: [CH2:21]([O:20][CH:19]([O:23][CH2:24][CH3:25])[CH2:18][CH2:17][NH:16][C:9](=[O:10])[O:11][C:12]([CH3:13])([CH3:14])[CH3:15])[CH3:22]. (10) Given the reactants [OH:1][CH2:2][CH2:3][NH:4][CH:5]1[C:13]2[C:8](=[C:9]([C:14]3[N:18]=[C:17]([C:19]4[CH:20]=[CH:21][C:22]([O:27]C(C)C)=[C:23]([CH:26]=4)[C:24]#[N:25])[O:16][N:15]=3)[CH:10]=[CH:11][CH:12]=2)[CH2:7][CH2:6]1.B(Cl)(Cl)Cl, predict the reaction product. The product is: [OH:27][C:22]1[CH:21]=[CH:20][C:19]([C:17]2[O:16][N:15]=[C:14]([C:9]3[CH:10]=[CH:11][CH:12]=[C:13]4[C:8]=3[CH2:7][CH2:6][CH:5]4[NH:4][CH2:3][CH2:2][OH:1])[N:18]=2)=[CH:26][C:23]=1[C:24]#[N:25].